From a dataset of Forward reaction prediction with 1.9M reactions from USPTO patents (1976-2016). Predict the product of the given reaction. Given the reactants [NH:1]1[CH:5]=[C:4]([NH:6][C:7]([C:9]2[C:17]3[C:12](=[CH:13][C:14](Br)=[CH:15][CH:16]=3)[N:11]([CH2:19][O:20][CH2:21][CH2:22][Si:23]([CH3:26])([CH3:25])[CH3:24])[N:10]=2)=[O:8])[CH:3]=[N:2]1.[B-](F)(F)(F)[C:28]1[CH:32]=[N:31][N:30]([CH:33]2[O:38][CH2:37][CH2:36][CH2:35][CH2:34]2)[CH:29]=1.[K+].C(=O)([O-])[O-].[Na+].[Na+], predict the reaction product. The product is: [NH:1]1[CH:5]=[C:4]([NH:6][C:7]([C:9]2[C:17]3[C:12](=[CH:13][C:14]([C:28]4[CH:32]=[N:31][N:30]([CH:33]5[CH2:34][CH2:35][CH2:36][CH2:37][O:38]5)[CH:29]=4)=[CH:15][CH:16]=3)[N:11]([CH2:19][O:20][CH2:21][CH2:22][Si:23]([CH3:26])([CH3:25])[CH3:24])[N:10]=2)=[O:8])[CH:3]=[N:2]1.